From a dataset of Forward reaction prediction with 1.9M reactions from USPTO patents (1976-2016). Predict the product of the given reaction. (1) Given the reactants O.NN.[CH3:4][C:5]1[C:9]([N:10]2[CH2:14][CH2:13][CH2:12][CH2:11]2)=[C:8]([N:15]2C(=O)C3C(=CC=CC=3)C2=O)[S:7][N:6]=1, predict the reaction product. The product is: [CH3:4][C:5]1[C:9]([N:10]2[CH2:14][CH2:13][CH2:12][CH2:11]2)=[C:8]([NH2:15])[S:7][N:6]=1. (2) Given the reactants [CH2:1]([N:8]1[CH2:13][CH2:12][CH:11]([NH:14][C:15]2[CH:23]=[C:22]3[C:18]([CH2:19][CH2:20][N:21]3[C:24](=[O:26])[CH3:25])=[CH:17][CH:16]=2)[CH2:10][CH2:9]1)[C:2]1[CH:7]=[CH:6][CH:5]=[CH:4][CH:3]=1.C(N(C(C)C)CC)(C)C.[C:36]1([C@@H:42]2[CH2:44][C@H:43]2[C:45](Cl)=[O:46])[CH:41]=[CH:40][CH:39]=[CH:38][CH:37]=1, predict the reaction product. The product is: [C:24]([N:21]1[C:22]2[C:18](=[CH:17][CH:16]=[C:15]([N:14]([CH:11]3[CH2:12][CH2:13][N:8]([CH2:1][C:2]4[CH:3]=[CH:4][CH:5]=[CH:6][CH:7]=4)[CH2:9][CH2:10]3)[C:45]([C@@H:43]3[CH2:44][C@H:42]3[C:36]3[CH:41]=[CH:40][CH:39]=[CH:38][CH:37]=3)=[O:46])[CH:23]=2)[CH2:19][CH2:20]1)(=[O:26])[CH3:25]. (3) Given the reactants FC1C=CC=CC=1CN1C(=O)C=CC(C2C3C(=CC=CC=3)N(CC(O)=O)C=2C)=C1.[CH2:30]([N:37]1[C:42](=[O:43])[CH:41]=[CH:40][C:39]([CH:44]=O)=[CH:38]1)[C:31]1[CH:36]=[CH:35][CH:34]=[CH:33][CH:32]=1.[F:46][C:47]1[CH:48]=[C:49]2[C:53](=[CH:54][CH:55]=1)[N:52]([CH2:56][C:57]([O:59]C)=[O:58])[C:51]([CH3:61])=[CH:50]2.[Li+].[OH-], predict the reaction product. The product is: [CH2:30]([N:37]1[C:42](=[O:43])[CH:41]=[CH:40][C:39]([CH2:44][C:50]2[C:49]3[C:53](=[CH:54][CH:55]=[C:47]([F:46])[CH:48]=3)[N:52]([CH2:56][C:57]([OH:59])=[O:58])[C:51]=2[CH3:61])=[CH:38]1)[C:31]1[CH:32]=[CH:33][CH:34]=[CH:35][CH:36]=1. (4) Given the reactants [CH3:1][O:2][C:3]1[CH:8]=[CH:7][N:6]=[CH:5][C:4]=1[NH2:9].[Br:10]Br.[NH4+].[OH-], predict the reaction product. The product is: [Br:10][C:5]1[C:4]([NH2:9])=[C:3]([O:2][CH3:1])[CH:8]=[CH:7][N:6]=1. (5) Given the reactants Cl[C:2]1[N:7]=[C:6]([C:8]2[CH:13]=[CH:12][N:11]=[C:10]([Cl:14])[CH:9]=2)[CH:5]=[CH:4][N:3]=1.[CH3:15][S:16][CH2:17][CH:18]([NH2:20])[CH3:19], predict the reaction product. The product is: [Cl:14][C:10]1[CH:9]=[C:8]([C:6]2[CH:5]=[CH:4][N:3]=[C:2]([NH:20][CH:18]([CH3:19])[CH2:17][S:16][CH3:15])[N:7]=2)[CH:13]=[CH:12][N:11]=1.